Dataset: Reaction yield outcomes from USPTO patents with 853,638 reactions. Task: Predict the reaction yield, written as a fraction of the theoretical maximum amount of product (1.0 means a 100% yield; for example, 0.34 means a 34% yield). (1) The reactants are [CH3:1][CH:2]1[CH2:7][C:6](=[O:8])[CH:5]=[C:4](B2OC(C)(C)C(C)(C)O2)[CH2:3]1.C([O-])([O-])=O.[Na+].[Na+].Cl[C:25]1[CH:30]=[CH:29][N:28]=[CH:27][C:26]=1[N+:31]([O-:33])=[O:32]. The catalyst is O1CCOCC1.C1C=CC(P(C2C=CC=CC=2)[C-]2C=CC=C2)=CC=1.C1C=CC(P(C2C=CC=CC=2)[C-]2C=CC=C2)=CC=1.Cl[Pd]Cl.[Fe+2].C(Cl)Cl. The product is [CH3:1][CH:2]1[CH2:7][C:6](=[O:8])[CH:5]=[C:4]([C:25]2[CH:30]=[CH:29][N:28]=[CH:27][C:26]=2[N+:31]([O-:33])=[O:32])[CH2:3]1. The yield is 0.480. (2) The reactants are [C:1]([O:5][C:6](=[O:12])[CH2:7][C@H:8]([NH2:11])[CH2:9][OH:10])([CH3:4])([CH3:3])[CH3:2].[CH2:13]([O:20][C:21]([N:23]1[C@H:28]([C:29](O)=[O:30])[C@@H:27]2[CH2:32][C@H:24]1[CH2:25][CH2:26]2)=[O:22])[C:14]1[CH:19]=[CH:18][CH:17]=[CH:16][CH:15]=1.O.ON1N=C2C=CC=CC2=N1.C(N(C(C)C)CC)(C)C.Cl.CN(C)CCCN=C=NCC. The catalyst is C1COCC1.CN(C1C=CN=CC=1)C.C(OCC)(=O)C. The product is [CH2:13]([O:20][C:21]([N:23]1[C@H:28]([C:29](=[O:30])[NH:11][C@H:8]([CH2:9][OH:10])[CH2:7][C:6]([O:5][C:1]([CH3:4])([CH3:2])[CH3:3])=[O:12])[C@@H:27]2[CH2:32][C@H:24]1[CH2:25][CH2:26]2)=[O:22])[C:14]1[CH:19]=[CH:18][CH:17]=[CH:16][CH:15]=1. The yield is 0.910. (3) The reactants are CC1(C)C(C)(C)OB([C:9]2[C:22]3[C:23]4=[C:24]5[C:19](=[CH:20][CH:21]=3)[CH:18]=[CH:17][C:16]([C:25]3[C:34]6[C:29](=[CH:30][CH:31]=[CH:32][CH:33]=6)[CH:28]=[CH:27][CH:26]=3)=[C:15]5[CH:14]=[CH:13][C:12]4=[CH:11][CH:10]=2)O1.Br[C:37]1[CH:42]=[CH:41][C:40]([Br:43])=[CH:39][CH:38]=1.C([O-])([O-])=O.[Na+].[Na+].CCO. The catalyst is C1C=CC([P]([Pd]([P](C2C=CC=CC=2)(C2C=CC=CC=2)C2C=CC=CC=2)([P](C2C=CC=CC=2)(C2C=CC=CC=2)C2C=CC=CC=2)[P](C2C=CC=CC=2)(C2C=CC=CC=2)C2C=CC=CC=2)(C2C=CC=CC=2)C2C=CC=CC=2)=CC=1.C1(C)C=CC=CC=1. The product is [Br:43][C:40]1[CH:41]=[CH:42][C:37]([C:9]2[C:22]3[C:23]4=[C:24]5[C:19](=[CH:20][CH:21]=3)[CH:18]=[CH:17][C:16]([C:25]3[C:34]6[C:29](=[CH:30][CH:31]=[CH:32][CH:33]=6)[CH:28]=[CH:27][CH:26]=3)=[C:15]5[CH:14]=[CH:13][C:12]4=[CH:11][CH:10]=2)=[CH:38][CH:39]=1. The yield is 0.500. (4) The reactants are [CH:1]1[C:10]2[C:5](=[CH:6][CH:7]=[CH:8][CH:9]=2)[CH:4]=[CH:3][C:2]=1[O:11][C:12]1[CH:20]=[CH:19][C:15]([C:16]([OH:18])=O)=[CH:14][CH:13]=1.C(Cl)(=O)C(Cl)=O.[C:27]([O:36][CH3:37])(=[O:35])[C:28]1[C:29](=[CH:31][CH:32]=[CH:33][CH:34]=1)[NH2:30].C(N(CC)CC)C. The catalyst is C(Cl)Cl.CN(C=O)C.O. The product is [CH:1]1[C:10]2[C:5](=[CH:6][CH:7]=[CH:8][CH:9]=2)[CH:4]=[CH:3][C:2]=1[O:11][C:12]1[CH:20]=[CH:19][C:15]([C:16]([NH:30][C:29]2[CH:31]=[CH:32][CH:33]=[CH:34][C:28]=2[C:27]([O:36][CH3:37])=[O:35])=[O:18])=[CH:14][CH:13]=1. The yield is 0.920.